From a dataset of Forward reaction prediction with 1.9M reactions from USPTO patents (1976-2016). Predict the product of the given reaction. (1) Given the reactants [F:1][C:2]1[CH:33]=[CH:32][C:5]([C:6]([CH:8]2[CH2:13][CH2:12][N:11]([CH2:14][CH2:15][CH:16]3[CH2:21][CH2:20][CH:19]([NH:22][C:23]([C:25]4[CH:30]=[CH:29][C:28](Br)=[CH:27][N:26]=4)=[O:24])[CH2:18][CH2:17]3)[CH2:10][CH2:9]2)=[O:7])=[CH:4][CH:3]=1.[C:34]1(B(O)O)[CH:39]=[CH:38][CH:37]=[CH:36][CH:35]=1.C1(P(C2C=CC=CC=2)C2C=CC=CC=2)C=CC=CC=1, predict the reaction product. The product is: [F:1][C:2]1[CH:33]=[CH:32][C:5]([C:6]([CH:8]2[CH2:13][CH2:12][N:11]([CH2:14][CH2:15][CH:16]3[CH2:21][CH2:20][CH:19]([NH:22][C:23]([C:25]4[CH:30]=[CH:29][C:28]([C:34]5[CH:39]=[CH:38][CH:37]=[CH:36][CH:35]=5)=[CH:27][N:26]=4)=[O:24])[CH2:18][CH2:17]3)[CH2:10][CH2:9]2)=[O:7])=[CH:4][CH:3]=1. (2) Given the reactants CC1(C)C(C)(C)OB([C:9]2[CH:17]=[C:16]([C:18]([F:21])([F:20])[F:19])[CH:15]=[C:14]3[C:10]=2[CH:11]=[N:12][NH:13]3)O1.Br[C:24]1[CH:25]=[CH:26][C:27]([S:30]([NH:33][CH2:34][CH2:35][OH:36])(=[O:32])=[O:31])=[N:28][CH:29]=1.[C:37](=[O:40])(O)[O-:38].[Na+], predict the reaction product. The product is: [C:37]([OH:38])([C:18]([F:21])([F:20])[F:19])=[O:40].[OH:36][CH2:35][CH2:34][NH:33][S:30]([C:27]1[CH:26]=[CH:25][C:24]([C:9]2[CH:17]=[C:16]([C:18]([F:19])([F:20])[F:21])[CH:15]=[C:14]3[C:10]=2[CH:11]=[N:12][NH:13]3)=[CH:29][N:28]=1)(=[O:32])=[O:31]. (3) Given the reactants [I:1][CH:2]([C:6]1C=CC=[CH:8][CH:7]=1)[C:3](O)=O.[C:12](Cl)(=O)[C:13](Cl)=O.[CH3:18][N:19]([CH:21]=[O:22])C.[CH3:23][O:24][CH2:25]CN, predict the reaction product. The product is: [I:1][C:2]1[CH:3]=[C:12]([CH2:13][C:21]([NH:19][CH2:18][CH2:25][O:24][CH3:23])=[O:22])[CH:8]=[CH:7][CH:6]=1. (4) Given the reactants [Br:1][C:2]1[CH:10]=[CH:9][C:5]([C:6]([OH:8])=[O:7])=[C:4]([N+:11]([O-:13])=[O:12])[CH:3]=1.[C:14](=O)([O-])[O-].[K+].[K+].S(OC)(OC)(=O)=O, predict the reaction product. The product is: [Br:1][C:2]1[CH:10]=[CH:9][C:5]([C:6]([O:8][CH3:14])=[O:7])=[C:4]([N+:11]([O-:13])=[O:12])[CH:3]=1. (5) Given the reactants Cl.[Cl:2][C:3]1[CH:8]=[CH:7][C:6]([NH:9]N)=[C:5]([F:11])[CH:4]=1.[CH3:12][N:13]1[CH2:18][CH2:17][C:16](=O)[CH2:15][CH2:14]1, predict the reaction product. The product is: [Cl:2][C:3]1[CH:4]=[C:5]([F:11])[C:6]2[NH:9][C:16]3[CH2:17][CH2:18][N:13]([CH3:12])[CH2:14][C:15]=3[C:7]=2[CH:8]=1. (6) The product is: [CH3:57][C:52]1[C:53]([C:54]([N:68]2[CH2:73][CH2:72][CH:71]([N:74]3[CH2:78][CH2:77][CH2:76][C@H:75]3[CH2:79][O:80][C:81](=[O:88])[C:82]3[CH:83]=[CH:84][CH:85]=[CH:86][CH:87]=3)[CH2:70][CH2:69]2)=[O:55])=[C:48]([CH3:47])[N:49]=[C:50]([C:58]2[CH:63]=[CH:62][CH:61]=[C:60]([C:64]([F:67])([F:66])[F:65])[CH:59]=2)[N:51]=1. Given the reactants BrC1C=C(C)C(C(N2CCC(N3CCCC3)CC2)=O)=C(C)C=1.BrC1C=C(C)C(C(N2CCC(N3CCC[C@H]3CO)CC2)=O)=C(C)C=1.[CH3:47][C:48]1[C:53]([C:54](O)=[O:55])=[C:52]([CH3:57])[N:51]=[C:50]([C:58]2[CH:63]=[CH:62][CH:61]=[C:60]([C:64]([F:67])([F:66])[F:65])[CH:59]=2)[N:49]=1.[NH:68]1[CH2:73][CH2:72][CH:71]([N:74]2[CH2:78][CH2:77][CH2:76][C@H:75]2[CH2:79][O:80][C:81](=[O:88])[C:82]2[CH:87]=[CH:86][CH:85]=[CH:84][CH:83]=2)[CH2:70][CH2:69]1, predict the reaction product. (7) The product is: [CH3:27][O:28][C:19]([C:4]1[C:3]([S:21]([CH3:23])=[O:22])=[C:2]([NH2:1])[N:6]([C:7]2[C:12]([Cl:13])=[CH:11][C:10]([C:14]([F:15])([F:16])[F:17])=[CH:9][C:8]=2[Cl:18])[N:5]=1)=[NH:20]. Given the reactants [NH2:1][C:2]1[N:6]([C:7]2[C:12]([Cl:13])=[CH:11][C:10]([C:14]([F:17])([F:16])[F:15])=[CH:9][C:8]=2[Cl:18])[N:5]=[C:4]([C:19]#[N:20])[C:3]=1[S:21]([CH3:23])=[O:22].C[O-].[Na+].[C:27](=O)=[O:28], predict the reaction product. (8) Given the reactants [C:1]1([S:7]([CH2:10][C:11]2[C:16]([C:17]([O:19][CH2:20]C)=[O:18])=[C:15]([O:22][CH2:23][CH2:24]NC(OC(C)(C)C)=O)[C:14]([C:33]3[CH:37]=[CH:36][O:35][CH:34]=3)=[CH:13][CH:12]=2)(=[O:9])=[O:8])[CH:6]=[CH:5][CH:4]=[CH:3][CH:2]=1.C1(S(CC2C([C:54](OC)=[O:55])=C(O)C(C3C=COC=3)=CC=2)(=O)=O)C=CC=CC=1.COCCBr, predict the reaction product. The product is: [C:1]1([S:7]([CH2:10][C:11]2[C:16]([C:17]([O:19][CH3:20])=[O:18])=[C:15]([O:22][CH2:23][CH2:24][O:55][CH3:54])[C:14]([C:33]3[CH:37]=[CH:36][O:35][CH:34]=3)=[CH:13][CH:12]=2)(=[O:8])=[O:9])[CH:2]=[CH:3][CH:4]=[CH:5][CH:6]=1. (9) The product is: [CH:2]([CH:3]1[N:10]([C:11]([O:13][C:14]([CH3:17])([CH3:16])[CH3:15])=[O:12])[CH2:9][CH2:8][C:5]2([CH2:6][CH2:7]2)[CH2:4]1)=[O:1]. Given the reactants [OH:1][CH2:2][C@H:3]1[N:10]([C:11]([O:13][C:14]([CH3:17])([CH3:16])[CH3:15])=[O:12])[CH2:9][CH2:8][C:5]2([CH2:7][CH2:6]2)[CH2:4]1.CC1(C)N([O])C(C)(C)CCC1.CC(C(O)=O)CN, predict the reaction product. (10) Given the reactants [C:1]([C:3]1[CH:4]=[C:5]([CH:8]=[CH:9][CH:10]=1)[CH:6]=O)#[N:2].[NH:11]1[CH2:15][CH2:14][CH2:13][CH2:12]1.[BH4-].[Na+].ClCCl.[OH-].[Na+], predict the reaction product. The product is: [N:11]1([CH2:6][C:5]2[CH:4]=[C:3]([CH:10]=[CH:9][CH:8]=2)[C:1]#[N:2])[CH2:15][CH2:14][CH2:13][CH2:12]1.